From a dataset of Full USPTO retrosynthesis dataset with 1.9M reactions from patents (1976-2016). Predict the reactants needed to synthesize the given product. (1) Given the product [CH3:10][C@H:11]1[CH2:12][CH2:13][C@H:14]([C:17]([N:19]([CH:32]([CH3:34])[CH3:33])[C:20]2[CH:21]=[C:22]([C:2]3[S:3][C:4]([N+:7]([O-:9])=[O:8])=[CH:5][CH:6]=3)[S:23][C:24]=2[C:25]([O:27][CH3:28])=[O:26])=[O:18])[CH2:15][CH2:16]1, predict the reactants needed to synthesize it. The reactants are: Br[C:2]1[S:3][C:4]([N+:7]([O-:9])=[O:8])=[CH:5][CH:6]=1.[CH3:10][C@H:11]1[CH2:16][CH2:15][C@H:14]([C:17]([N:19]([CH:32]([CH3:34])[CH3:33])[C:20]2[CH:21]=[C:22](B(O)O)[S:23][C:24]=2[C:25]([O:27][CH3:28])=[O:26])=[O:18])[CH2:13][CH2:12]1.[F-].[Cs+]. (2) Given the product [CH3:1][S:2]([O:19][CH:17]1[CH2:16][CH2:15][O:14][CH:13]([C:10]2[CH:11]=[CH:12][C:7]([Br:6])=[CH:8][C:9]=2[F:20])[CH2:18]1)(=[O:4])=[O:3], predict the reactants needed to synthesize it. The reactants are: [CH3:1][S:2](Cl)(=[O:4])=[O:3].[Br:6][C:7]1[CH:12]=[CH:11][C:10]([CH:13]2[CH2:18][CH:17]([OH:19])[CH2:16][CH2:15][O:14]2)=[C:9]([F:20])[CH:8]=1.CCN(C(C)C)C(C)C.